This data is from Reaction yield outcomes from USPTO patents with 853,638 reactions. The task is: Predict the reaction yield, written as a fraction of the theoretical maximum amount of product (1.0 means a 100% yield; for example, 0.34 means a 34% yield). (1) The product is [ClH:1].[ClH:32].[NH2:17][CH:14]1[CH2:15][CH2:16][N:11]([CH2:10][CH:9]([C:25]2([OH:31])[CH2:30][CH2:29][CH2:28][CH2:27][CH2:26]2)[C:4]2[CH:5]=[CH:6][C:7]([Cl:8])=[C:2]([Cl:1])[CH:3]=2)[CH2:12][CH2:13]1. The catalyst is C(OCC)C.O1CCOCC1. The yield is 0.820. The reactants are [Cl:1][C:2]1[CH:3]=[C:4]([CH:9]([C:25]2([OH:31])[CH2:30][CH2:29][CH2:28][CH2:27][CH2:26]2)[CH2:10][N:11]2[CH2:16][CH2:15][CH:14]([NH:17]C(=O)OC(C)(C)C)[CH2:13][CH2:12]2)[CH:5]=[CH:6][C:7]=1[Cl:8].[ClH:32]. (2) The reactants are [CH2:1]([O:3][C:4]([N:6]1[C:15]2[C:10](=[CH:11][C:12]([C:16]([F:19])([F:18])[F:17])=[CH:13][CH:14]=2)[N:9]([CH:20]([C:26]2[CH:31]=[CH:30][C:29]([Cl:32])=[C:28]([Cl:33])[CH:27]=2)[C:21]2[N:22]=[N:23][NH:24][N:25]=2)[CH2:8][CH:7]1[CH2:34][CH3:35])=[O:5])[CH3:2].[Si](C=[N+]=[N-])(C)(C)[CH3:37]. The catalyst is C1COCC1.CO. The product is [CH2:1]([O:3][C:4]([N:6]1[C:15]2[C:10](=[CH:11][C:12]([C:16]([F:17])([F:18])[F:19])=[CH:13][CH:14]=2)[N:9]([CH:20]([C:26]2[CH:31]=[CH:30][C:29]([Cl:32])=[C:28]([Cl:33])[CH:27]=2)[C:21]2[N:22]=[N:23][N:24]([CH3:37])[N:25]=2)[CH2:8][CH:7]1[CH2:34][CH3:35])=[O:5])[CH3:2]. The yield is 0.240. (3) The reactants are [Cl:1][C:2]1[CH:25]=[C:24]([Cl:26])[CH:23]=[CH:22][C:3]=1[CH2:4][N:5]1[C:9](/[CH:10]=[CH:11]/[C:12](O)=[O:13])=[CH:8][C:7]([O:15][CH:16]2[CH2:21][CH2:20][O:19][CH2:18][CH2:17]2)=[N:6]1.[CH3:27][CH:28]([CH3:35])[CH2:29][CH2:30][S:31]([NH2:34])(=[O:33])=[O:32].N12CCCN=C1CCCCC2. The catalyst is CN(C)C=O. The product is [Cl:1][C:2]1[CH:25]=[C:24]([Cl:26])[CH:23]=[CH:22][C:3]=1[CH2:4][N:5]1[C:9](/[CH:10]=[CH:11]/[C:12]([NH:34][S:31]([CH2:30][CH2:29][CH:28]([CH3:35])[CH3:27])(=[O:33])=[O:32])=[O:13])=[CH:8][C:7]([O:15][CH:16]2[CH2:17][CH2:18][O:19][CH2:20][CH2:21]2)=[N:6]1. The yield is 0.360. (4) The product is [N:1]([C:4]1[C:5]2[NH:12][CH:11]=[C:10]([C@@H:13]3[N:17]([C:18]([O:20][C:21]([CH3:24])([CH3:23])[CH3:22])=[O:19])[C@@H:16]4[CH2:25][O:26][Si:27]([CH:40]([CH3:42])[CH3:41])([CH:37]([CH3:39])[CH3:38])[O:28][Si:29]([CH:34]([CH3:35])[CH3:36])([CH:31]([CH3:33])[CH3:32])[O:30][C@H:15]4[C@H:14]3[O:43][C:53](=[O:54])[C@@H:52]([NH:51][C:49]([O:48][C:44]([CH3:45])([CH3:47])[CH3:46])=[O:50])[CH:56]([CH3:58])[CH3:57])[C:6]=2[N:7]=[CH:8][N:9]=1)=[N+:2]=[N-:3]. The reactants are [N:1]([C:4]1[C:5]2[NH:12][CH:11]=[C:10]([C@@H:13]3[N:17]([C:18]([O:20][C:21]([CH3:24])([CH3:23])[CH3:22])=[O:19])[C@@H:16]4[CH2:25][O:26][Si:27]([CH:40]([CH3:42])[CH3:41])([CH:37]([CH3:39])[CH3:38])[O:28][Si:29]([CH:34]([CH3:36])[CH3:35])([CH:31]([CH3:33])[CH3:32])[O:30][C@H:15]4[C@H:14]3[OH:43])[C:6]=2[N:7]=[CH:8][N:9]=1)=[N+:2]=[N-:3].[C:44]([O:48][C:49]([NH:51][C@@H:52]([CH:56]([CH3:58])[CH3:57])[C:53](O)=[O:54])=[O:50])([CH3:47])([CH3:46])[CH3:45].Cl.C(N=C=NCCCN(C)C)C. The yield is 0.800. The catalyst is CN(C=O)C.CN(C)C1C=CN=CC=1.O. (5) The reactants are [NH2:1][CH2:2][C:3]1[C:4]([Cl:20])=[C:5]([O:10][C:11]2[CH:12]=[C:13]([CH:16]=[C:17]([Cl:19])[CH:18]=2)[C:14]#[N:15])[C:6]([F:9])=[CH:7][CH:8]=1.[Cl:21][C:22]1[N:23]=[CH:24][N:25](COCC[Si](C)(C)C)[C:26]=1[C:27](O)=[O:28].C(Cl)CCl.C1C=CC2N(O)N=NC=2C=1. The catalyst is CN(C=O)C. The product is [Cl:21][C:22]1[N:23]=[CH:24][NH:25][C:26]=1[C:27]([NH:1][CH2:2][C:3]1[CH:8]=[CH:7][C:6]([F:9])=[C:5]([O:10][C:11]2[CH:12]=[C:13]([C:14]#[N:15])[CH:16]=[C:17]([Cl:19])[CH:18]=2)[C:4]=1[Cl:20])=[O:28]. The yield is 0.760. (6) The reactants are Cl[C:2]1[N:9]=[C:8]([NH:10][C:11]2[CH:15]=[C:14]([CH:16]3[CH2:18][CH2:17]3)[NH:13][N:12]=2)[C:7]([Cl:19])=[CH:6][C:3]=1[C:4]#[N:5].CCN(C(C)C)C(C)C.[F:29][C:30]1[CH:31]=[CH:32][C:33]([C@@H:36]([NH2:38])[CH3:37])=[N:34][CH:35]=1. The catalyst is CCCCO.O. The product is [Cl:19][C:7]1[C:8]([NH:10][C:11]2[CH:15]=[C:14]([CH:16]3[CH2:18][CH2:17]3)[NH:13][N:12]=2)=[N:9][C:2]([NH:38][C@H:36]([C:33]2[CH:32]=[CH:31][C:30]([F:29])=[CH:35][N:34]=2)[CH3:37])=[C:3]([CH:6]=1)[C:4]#[N:5]. The yield is 0.520. (7) The yield is 0.620. The reactants are [CH:1]([C:3]1[CH:4]=[C:5]2[C:9](=[CH:10][CH:11]=1)[NH:8][CH:7]=[CH:6]2)=O.[N+:12]([C:15]1[CH:20]=[CH:19][C:18]([S:21]([CH2:24][C:25]#[N:26])(=[O:23])=[O:22])=[CH:17][CH:16]=1)([O-:14])=[O:13]. The catalyst is C(O)C.N1CCCCC1. The product is [NH:8]1[C:9]2[C:5](=[CH:4][C:3]([CH:1]=[C:24]([S:21]([C:18]3[CH:17]=[CH:16][C:15]([N+:12]([O-:14])=[O:13])=[CH:20][CH:19]=3)(=[O:22])=[O:23])[C:25]#[N:26])=[CH:11][CH:10]=2)[CH:6]=[CH:7]1. (8) The reactants are Cl.Cl.[N:3]1([CH:9]([CH3:12])[CH2:10][OH:11])[CH2:8][CH2:7][NH:6][CH2:5][CH2:4]1.C(N(C(C)C)C(C)C)C.[CH3:22][O:23][C:24]1[CH:25]=[C:26]([CH2:32][CH2:33][C:34]2[CH:35]=[C:36]([NH:39][C:40](=[O:48])[C:41]3[CH:46]=[CH:45][C:44](F)=[CH:43][CH:42]=3)[NH:37][N:38]=2)[CH:27]=[C:28]([O:30][CH3:31])[CH:29]=1. The catalyst is CS(C)=O. The product is [CH3:31][O:30][C:28]1[CH:27]=[C:26]([CH2:32][CH2:33][C:34]2[CH:35]=[C:36]([NH:39][C:40](=[O:48])[C:41]3[CH:42]=[CH:43][C:44]([N:6]4[CH2:7][CH2:8][N:3]([CH:9]([CH3:12])[CH2:10][OH:11])[CH2:4][CH2:5]4)=[CH:45][CH:46]=3)[NH:37][N:38]=2)[CH:25]=[C:24]([O:23][CH3:22])[CH:29]=1. The yield is 0.154. (9) The reactants are [F:1][C:2]1[C:7]2[O:8][CH2:9][O:10][C:6]=2[CH:5]=[C:4]([CH:11]=[O:12])[CH:3]=1.[BH4-].[Na+]. The catalyst is CO. The product is [F:1][C:2]1[C:7]2[O:8][CH2:9][O:10][C:6]=2[CH:5]=[C:4]([CH2:11][OH:12])[CH:3]=1. The yield is 0.980. (10) The reactants are NC1[S:3][C:4]2[CH:10]=[C:9]([Br:11])[CH:8]=[CH:7][C:5]=2[N:6]=1.[OH-].[K+].Cl. The catalyst is C(O)CO. The product is [NH2:6][C:5]1[CH:7]=[CH:8][C:9]([Br:11])=[CH:10][C:4]=1[SH:3]. The yield is 0.790.